From a dataset of Catalyst prediction with 721,799 reactions and 888 catalyst types from USPTO. Predict which catalyst facilitates the given reaction. (1) Reactant: [F:1][C:2]([F:30])([F:29])[C:3]1[CH:4]=[C:5]([NH:13][C:14](=[O:28])[C:15]2[CH:20]=[C:19]([C:21]#[C:22][Si](C)(C)C)[CH:18]=[CH:17][C:16]=2[OH:27])[CH:6]=[C:7]([C:9]([F:12])([F:11])[F:10])[CH:8]=1.[OH-].[Na+].Cl. Product: [F:1][C:2]([F:29])([F:30])[C:3]1[CH:4]=[C:5]([NH:13][C:14](=[O:28])[C:15]2[CH:20]=[C:19]([C:21]#[CH:22])[CH:18]=[CH:17][C:16]=2[OH:27])[CH:6]=[C:7]([C:9]([F:10])([F:11])[F:12])[CH:8]=1. The catalyst class is: 5. (2) Reactant: [C:1]([O:5][C:6]([N:8]1[CH2:13][CH2:12][CH:11]([C:14]([OH:16])=O)[CH:10]([CH3:17])[CH2:9]1)=[O:7])([CH3:4])([CH3:3])[CH3:2].C1N=CN(C(N2C=NC=C2)=O)C=1.O[N:31]=[C:32]([C:34]1[CH:43]=[CH:42][C:41]2[C:36](=[CH:37][CH:38]=[CH:39][CH:40]=2)[N:35]=1)[NH2:33]. Product: [CH3:17][CH:10]1[CH:11]([C:14]2[O:16][N:33]=[C:32]([C:34]3[CH:43]=[CH:42][C:41]4[C:36](=[CH:37][CH:38]=[CH:39][CH:40]=4)[N:35]=3)[N:31]=2)[CH2:12][CH2:13][N:8]([C:6]([O:5][C:1]([CH3:2])([CH3:3])[CH3:4])=[O:7])[CH2:9]1. The catalyst class is: 3. (3) Reactant: [H-].[Na+].Cl.Cl.[NH2:5][C@H:6]1[CH:11]2[CH2:12][CH2:13][N:8]([CH2:9][CH2:10]2)[CH2:7]1.[C:14](Cl)([O:16][CH2:17][C:18]1[CH:23]=[CH:22][CH:21]=[CH:20][CH:19]=1)=[O:15]. Product: [CH2:17]([O:16][C:14](=[O:15])[NH:5][C@H:6]1[CH:11]2[CH2:12][CH2:13][N:8]([CH2:9][CH2:10]2)[CH2:7]1)[C:18]1[CH:23]=[CH:22][CH:21]=[CH:20][CH:19]=1. The catalyst class is: 170.